Task: Predict the reaction yield, written as a fraction of the theoretical maximum amount of product (1.0 means a 100% yield; for example, 0.34 means a 34% yield).. Dataset: Reaction yield outcomes from USPTO patents with 853,638 reactions (1) The yield is 0.624. The product is [C:1]([OH:11])(=[O:10])[C@@H:2]([C:4]1[CH:9]=[CH:8][CH:7]=[CH:6][CH:5]=1)[OH:3].[N:12]1[CH:17]=[CH:16][CH:15]=[C:14]([CH2:18][C@H:19]2[C@H:24]([NH:25][C:26]([C:28]3[O:29][C:30]4[CH:36]=[CH:35][CH:34]=[CH:33][C:31]=4[CH:32]=3)=[O:27])[CH:23]3[CH2:37][CH2:38][N:20]2[CH2:21][CH2:22]3)[CH:13]=1. The reactants are [C:1]([OH:11])(=[O:10])[C@@H:2]([C:4]1[CH:9]=[CH:8][CH:7]=[CH:6][CH:5]=1)[OH:3].[N:12]1[CH:17]=[CH:16][CH:15]=[C:14]([CH2:18][C@H:19]2[C@H:24]([NH:25][C:26]([C:28]3[O:29][C:30]4[CH:36]=[CH:35][CH:34]=[CH:33][C:31]=4[CH:32]=3)=[O:27])[CH:23]3[CH2:37][CH2:38][N:20]2[CH2:21][CH2:22]3)[CH:13]=1.C(OCC)(=O)C. The catalyst is C(O)C. (2) The reactants are Br[C:2]1[CH:3]=[C:4]([C:9]2[N:10]=[C:11]([CH:21]([CH3:23])[CH3:22])[NH:12][C:13]=2[C:14]2[CH:19]=[CH:18][CH:17]=[C:16]([CH3:20])[N:15]=2)[CH:5]=[CH:6][C:7]=1[F:8].[CH3:24][N:25]1[CH2:30][CH2:29][N:28]([NH:31][C:32]([NH:34][C:35]2[CH:40]=[CH:39][C:38](B3OC(C)(C)C(C)(C)O3)=[CH:37][CH:36]=2)=[O:33])[CH2:27][CH2:26]1.O.C(=O)([O-])[O-].[Na+].[Na+]. The catalyst is COCCOC.[Pd].C1(P(C2C=CC=CC=2)C2C=CC=CC=2)C=CC=CC=1.C1(P(C2C=CC=CC=2)C2C=CC=CC=2)C=CC=CC=1.C1(P(C2C=CC=CC=2)C2C=CC=CC=2)C=CC=CC=1.C1(P(C2C=CC=CC=2)C2C=CC=CC=2)C=CC=CC=1. The product is [F:8][C:7]1[CH:6]=[CH:5][C:4]([C:9]2[N:10]=[C:11]([CH:21]([CH3:23])[CH3:22])[NH:12][C:13]=2[C:14]2[CH:19]=[CH:18][CH:17]=[C:16]([CH3:20])[N:15]=2)=[CH:3][C:2]=1[C:38]1[CH:39]=[CH:40][C:35]([NH:34][C:32]([NH:31][N:28]2[CH2:29][CH2:30][N:25]([CH3:24])[CH2:26][CH2:27]2)=[O:33])=[CH:36][CH:37]=1. The yield is 0.610. (3) The reactants are [CH2:1]([O:8][C:9]1([C:12]2[CH:17]=[CH:16][C:15]([C:18]#[C:19][C:20]3[CH:25]=[CH:24][C:23]([CH2:26][C:27]([O:29][CH3:30])=[O:28])=[CH:22][CH:21]=3)=[CH:14][CH:13]=2)[CH2:11][CH2:10]1)[C:2]1[CH:7]=[CH:6][CH:5]=[CH:4][CH:3]=1.[CH3:31]OC(=O)CC1C=CC(I)=CC=1. The catalyst is C(N(CC)CC)C.[Cu]I.Cl[Pd](Cl)([P](C1C=CC=CC=1)(C1C=CC=CC=1)C1C=CC=CC=1)[P](C1C=CC=CC=1)(C1C=CC=CC=1)C1C=CC=CC=1. The product is [CH2:1]([O:8][C:9]1([C:12]2[CH:17]=[CH:16][C:15]([C:18]#[C:19][C:20]3[CH:21]=[CH:22][C:23]([CH2:26][C:27]([O:29][CH3:30])=[O:28])=[CH:24][CH:25]=3)=[CH:14][C:13]=2[CH3:31])[CH2:11][CH2:10]1)[C:2]1[CH:7]=[CH:6][CH:5]=[CH:4][CH:3]=1. The yield is 0.710. (4) The reactants are [CH:1]12[CH2:7][CH:4]([CH2:5][CH2:6]1)[CH2:3][CH:2]2[C:8]1([CH3:15])[C:12](=[O:13])[NH:11][N:10]=[C:9]1[CH3:14].Br[CH2:17][C:18]([C:20]1[CH:25]=[CH:24][CH:23]=[CH:22][CH:21]=1)=[O:19]. No catalyst specified. The product is [C@H:1]12[CH2:7][C@H:4]([CH2:5][CH2:6]1)[CH2:3][C@@H:2]2[C:8]1([CH3:15])[C:12](=[O:13])[N:11]([CH2:17][C:18](=[O:19])[C:20]2[CH:25]=[CH:24][CH:23]=[CH:22][CH:21]=2)[N:10]=[C:9]1[CH3:14]. The yield is 0.170. (5) The reactants are Br[C:2]1[CH:7]=[CH:6][C:5]([CH2:8][CH2:9][C:10]([N:12]([CH:22]([CH3:24])[CH3:23])[NH:13][C:14](=[O:21])[C:15]2[CH:20]=[CH:19][CH:18]=[CH:17][CH:16]=2)=[O:11])=[CH:4][CH:3]=1.C([O-])([O-])=O.[Na+].[Na+].[C:31]1(B(O)O)[CH:36]=[CH:35][CH:34]=[CH:33][CH:32]=1. The catalyst is COCCOC. The product is [C:2]1([C:31]2[CH:36]=[CH:35][CH:34]=[CH:33][CH:32]=2)[CH:7]=[CH:6][C:5]([CH2:8][CH2:9][C:10]([N:12]([CH:22]([CH3:24])[CH3:23])[NH:13][C:14](=[O:21])[C:15]2[CH:20]=[CH:19][CH:18]=[CH:17][CH:16]=2)=[O:11])=[CH:4][CH:3]=1. The yield is 0.560. (6) The reactants are [S:1](=[O:38])(=[O:37])([O:3][CH2:4][C@@H:5]1[CH2:9][C@@H:8]([O:10][C:11]2[CH:16]=[C:15]([NH:17][C@@H:18]3[C:26]4[C:21](=[CH:22][CH:23]=[CH:24][CH:25]=4)[CH2:20][C@@H:19]3[O:27][CH3:28])[N:14]=[CH:13][N:12]=2)[CH2:7][C@@H:6]1[O:29][Si](C(C)(C)C)(C)C)[NH2:2].F.N1C=CC=CC=1. The catalyst is N1C=CC=CC=1.C1COCC1. The product is [S:1](=[O:38])(=[O:37])([O:3][CH2:4][C@@H:5]1[CH2:9][C@@H:8]([O:10][C:11]2[CH:16]=[C:15]([NH:17][C@@H:18]3[C:26]4[C:21](=[CH:22][CH:23]=[CH:24][CH:25]=4)[CH2:20][C@@H:19]3[O:27][CH3:28])[N:14]=[CH:13][N:12]=2)[CH2:7][C@@H:6]1[OH:29])[NH2:2]. The yield is 0.520. (7) The reactants are [Br:1][C:2]1[CH:3]=[C:4]2[CH2:10][C:9](=[O:11])[NH:8][C:5]2=[N:6][CH:7]=1.[NH:12]1[C:20]2[C:15](=[CH:16][CH:17]=[C:18]([CH:21]=O)[CH:19]=2)[CH:14]=[N:13]1. No catalyst specified. The product is [NH:12]1[C:20]2[C:15](=[CH:16][CH:17]=[C:18]([CH:21]=[C:10]3[C:4]4[C:5](=[N:6][CH:7]=[C:2]([Br:1])[CH:3]=4)[NH:8][C:9]3=[O:11])[CH:19]=2)[CH:14]=[N:13]1. The yield is 0.950. (8) The reactants are [CH2:1]([O:3][C:4](=[O:13])[CH2:5][C:6]1[C:7]([Cl:12])=[N:8][CH:9]=[N:10][CH:11]=1)[CH3:2].[CH:14]([N-]C(C)C)(C)C.[Li+].IC. The catalyst is C1COCC1. The product is [Cl:12][C:7]1[C:6]([CH:5]([CH3:14])[C:4]([O:3][CH2:1][CH3:2])=[O:13])=[CH:11][N:10]=[CH:9][N:8]=1. The yield is 0.310. (9) The reactants are [F:1][C:2]1[CH:7]=[CH:6][CH:5]=[CH:4][C:3]=1/[CH:8]=[CH:9]/[C:10]([OH:12])=O.CCN=C=NCCCN(C)C.CCN(CC)CC.Cl.[CH3:32][O:33][NH:34][CH3:35]. The catalyst is CN(C1C=CN=CC=1)C.C(Cl)Cl. The product is [F:1][C:2]1[CH:7]=[CH:6][CH:5]=[CH:4][C:3]=1[CH:8]=[CH:9][C:10]([N:34]([O:33][CH3:32])[CH3:35])=[O:12]. The yield is 0.880. (10) The reactants are Cl[C:2]1[C:11]2[C:6](=[CH:7][C:8]([CH3:12])=[CH:9][CH:10]=2)[N:5]=[C:4]([C:13]2[CH:18]=[CH:17][CH:16]=[CH:15][C:14]=2[O:19]C)[N:3]=1.B(Br)(Br)Br.C(N(CC)CC)C.[NH:32]1[CH2:37][CH2:36][NH:35][CH2:34][CH2:33]1. The catalyst is C(Cl)Cl. The product is [CH3:12][C:8]1[CH:7]=[C:6]2[C:11]([C:2]([N:32]3[CH2:37][CH2:36][NH:35][CH2:34][CH2:33]3)=[N:3][C:4]([C:13]3[CH:18]=[CH:17][CH:16]=[CH:15][C:14]=3[OH:19])=[N:5]2)=[CH:10][CH:9]=1. The yield is 0.910.